From a dataset of Forward reaction prediction with 1.9M reactions from USPTO patents (1976-2016). Predict the product of the given reaction. Given the reactants C(Cl)(Cl)Cl.[O:5]1[C:10]2[CH:11]=[CH:12][C:13]([CH2:15][N:16]([CH:24]3[CH2:29][CH2:28][N:27]([CH2:30][CH2:31][N:32]4[C:41]5[C:36](=[C:37]([NH2:42])[CH:38]=[CH:39][CH:40]=5)[CH:35]=[CH:34][C:33]4=[O:43])[CH2:26][CH2:25]3)[C:17](=[O:23])[O:18][C:19]([CH3:22])([CH3:21])[CH3:20])=[CH:14][C:9]=2[O:8][CH2:7][CH2:6]1.[C:44](Cl)(=[O:46])[CH3:45].C(=O)([O-])O.[Na+], predict the reaction product. The product is: [O:5]1[C:10]2[CH:11]=[CH:12][C:13]([CH2:15][N:16]([CH:24]3[CH2:29][CH2:28][N:27]([CH2:30][CH2:31][N:32]4[C:41]5[C:36](=[C:37]([NH:42][C:44]([CH3:45])=[O:46])[CH:38]=[CH:39][CH:40]=5)[CH:35]=[CH:34][C:33]4=[O:43])[CH2:26][CH2:25]3)[C:17](=[O:23])[O:18][C:19]([CH3:22])([CH3:21])[CH3:20])=[CH:14][C:9]=2[O:8][CH2:7][CH2:6]1.